Task: Predict the product of the given reaction.. Dataset: Forward reaction prediction with 1.9M reactions from USPTO patents (1976-2016) (1) Given the reactants [CH3:1][S:2][C:3]1[N:4]=[CH:5][C:6]2[CH2:12][N:11]([C:13]3[N:18]=[C:17]([C:19]([OH:21])=O)[CH:16]=[CH:15][CH:14]=3)[CH2:10][CH2:9][C:7]=2[N:8]=1.[CH:22]([C:25]1[CH:31]=[CH:30][C:28]([NH2:29])=[CH:27][CH:26]=1)([CH3:24])[CH3:23].CCN(C(C)C)C(C)C.CN(C(ON1N=NC2C=CC=NC1=2)=[N+](C)C)C.F[P-](F)(F)(F)(F)F, predict the reaction product. The product is: [CH:22]([C:25]1[CH:31]=[CH:30][C:28]([NH:29][C:19]([C:17]2[CH:16]=[CH:15][CH:14]=[C:13]([N:11]3[CH2:10][CH2:9][C:7]4[N:8]=[C:3]([S:2][CH3:1])[N:4]=[CH:5][C:6]=4[CH2:12]3)[N:18]=2)=[O:21])=[CH:27][CH:26]=1)([CH3:24])[CH3:23]. (2) Given the reactants [C:1]1([C:7]2[O:8][C:9]([C:15]([F:18])([F:17])[F:16])=[C:10]([C:12]([OH:14])=O)[N:11]=2)[CH:6]=[CH:5][CH:4]=[CH:3][CH:2]=1.[CH3:19][O:20][C:21](=[O:32])[CH2:22][N:23]([C:25]1[CH:30]=[CH:29][C:28]([NH2:31])=[CH:27][N:26]=1)[CH3:24], predict the reaction product. The product is: [CH3:19][O:20][C:21](=[O:32])[CH2:22][N:23]([CH3:24])[C:25]1[CH:30]=[CH:29][C:28]([NH:31][C:12]([C:10]2[N:11]=[C:7]([C:1]3[CH:2]=[CH:3][CH:4]=[CH:5][CH:6]=3)[O:8][C:9]=2[C:15]([F:18])([F:17])[F:16])=[O:14])=[CH:27][N:26]=1. (3) Given the reactants I[C:2]1[C:3]([C:8]([O:10][CH3:11])=[O:9])=[N:4][CH:5]=[CH:6][N:7]=1.Cl[C:13]([F:19])([F:18])C(OC)=O.[F-:20].[K+].C(OCC)C, predict the reaction product. The product is: [F:18][C:13]([F:19])([F:20])[C:2]1[C:3]([C:8]([O:10][CH3:11])=[O:9])=[N:4][CH:5]=[CH:6][N:7]=1. (4) Given the reactants Cl[C:2]1[N:7]2[N:8]=[C:9]([NH:11][C:12](=[O:19])[C:13]3[CH:18]=[CH:17][CH:16]=[N:15][CH:14]=3)[N:10]=[C:6]2[CH:5]=[C:4]([C:20]([F:23])([F:22])[F:21])[CH:3]=1.[CH:24]1([NH2:29])[CH2:28][CH2:27][CH2:26][CH2:25]1, predict the reaction product. The product is: [CH:24]1([NH:29][C:2]2[N:7]3[N:8]=[C:9]([NH:11][C:12](=[O:19])[C:13]4[CH:18]=[CH:17][CH:16]=[N:15][CH:14]=4)[N:10]=[C:6]3[CH:5]=[C:4]([C:20]([F:23])([F:22])[F:21])[CH:3]=2)[CH2:28][CH2:27][CH2:26][CH2:25]1.